This data is from Forward reaction prediction with 1.9M reactions from USPTO patents (1976-2016). The task is: Predict the product of the given reaction. (1) The product is: [C:1]1([S:7]([N:10]2[C:18]3[C:13](=[CH:14][C:15]([C:19]4[CH:24]=[CH:23][C:22]([N:25]5[CH2:30][CH2:29][N:28]([CH3:31])[CH2:27][CH2:26]5)=[CH:21][CH:20]=4)=[CH:16][CH:17]=3)[C:12]3[C:32]([S:51][C:48]4[CH:49]=[CH:50][C:45]([O:44][CH3:43])=[CH:46][CH:47]=4)=[CH:33][CH:34]=[N:35][C:11]2=3)(=[O:9])=[O:8])[CH:6]=[CH:5][CH:4]=[CH:3][CH:2]=1. Given the reactants [C:1]1([S:7]([N:10]2[C:18]3[C:13](=[CH:14][C:15]([C:19]4[CH:24]=[CH:23][C:22]([N:25]5[CH2:30][CH2:29][N:28]([CH3:31])[CH2:27][CH2:26]5)=[CH:21][CH:20]=4)=[CH:16][CH:17]=3)[C:12]3[C:32](Cl)=[CH:33][CH:34]=[N:35][C:11]2=3)(=[O:9])=[O:8])[CH:6]=[CH:5][CH:4]=[CH:3][CH:2]=1.C([O-])([O-])=O.[K+].[K+].[CH3:43][O:44][C:45]1[CH:50]=[CH:49][C:48]([SH:51])=[CH:47][CH:46]=1, predict the reaction product. (2) Given the reactants [CH3:1][O:2][CH:3]([O:12][CH3:13])/[CH:4]=[C:5](\[CH3:11])/[C:6]([O:8][CH2:9][CH3:10])=[O:7], predict the reaction product. The product is: [CH3:1][O:2][CH:3]([O:12][CH3:13])[CH2:4][CH:5]([CH3:11])[C:6]([O:8][CH2:9][CH3:10])=[O:7]. (3) The product is: [CH3:1][O:2][C:3](=[O:8])[CH2:4][C:5]([NH:21][C:18]1[CH:17]=[CH:16][C:15]([O:14][CH2:13][C:12]2[CH:22]=[CH:23][CH:24]=[C:10]([F:9])[CH:11]=2)=[CH:20][CH:19]=1)=[O:6]. Given the reactants [CH3:1][O:2][C:3](=[O:8])[CH2:4][C:5](Cl)=[O:6].[F:9][C:10]1[CH:11]=[C:12]([CH:22]=[CH:23][CH:24]=1)[CH2:13][O:14][C:15]1[CH:20]=[CH:19][C:18]([NH2:21])=[CH:17][CH:16]=1.Cl, predict the reaction product. (4) Given the reactants CC(NC[CH2:7][S:8]([C:11]1[CH:32]=[CH:31][C:14]2[N:15]=[C:16]([NH:18][C:19]([NH:21][C:22](=[O:30])[C:23]3[CH:28]=[CH:27][CH:26]=[CH:25][C:24]=3[Cl:29])=[O:20])[S:17][C:13]=2[CH:12]=1)(=[O:10])=[O:9])CC.[CH3:33][N:34]1[CH2:39][CH2:38][N:37]([CH2:40][CH2:41]CS(C2C=CC3N=C(NC(=O)OC4C=CC(F)=CC=4)SC=3C=2)(=O)=O)[CH2:36][CH2:35]1, predict the reaction product. The product is: [Cl:29][C:24]1[CH:25]=[CH:26][C:27]([C:13]2[S:17][CH:16]=[N:15][CH:14]=2)=[CH:28][C:23]=1[C:22]([NH:21][C:19](=[O:20])[NH:18][C:16]1[S:17][C:13]2[CH:12]=[C:11]([S:8]([CH2:7][CH2:41][CH2:40][N:37]3[CH2:36][CH2:35][N:34]([CH3:33])[CH2:39][CH2:38]3)(=[O:9])=[O:10])[CH:32]=[CH:31][C:14]=2[N:15]=1)=[O:30].